This data is from Forward reaction prediction with 1.9M reactions from USPTO patents (1976-2016). The task is: Predict the product of the given reaction. (1) Given the reactants [C:1]12([NH2:11])[CH2:10][CH:5]3[CH2:6][CH:7]([CH2:9][CH:3]([CH2:4]3)[CH2:2]1)[CH2:8]2.I[CH2:13][CH2:14][OH:15], predict the reaction product. The product is: [C:1]12([NH:11][CH2:13][CH2:14][OH:15])[CH2:8][CH:7]3[CH2:6][CH:5]([CH2:4][CH:3]([CH2:9]3)[CH2:2]1)[CH2:10]2. (2) The product is: [Cl:29][C:2]1[N:6]2[C:7](=[O:22])[CH:8]=[C:9]([CH2:11][N:12]([CH2:20][CH3:21])[C:13]3[CH:18]=[CH:17][C:16]([F:19])=[CH:15][CH:14]=3)[N:10]=[C:5]2[S:4][C:3]=1[CH3:23]. Given the reactants Br[C:2]1[N:6]2[C:7](=[O:22])[CH:8]=[C:9]([CH2:11][N:12]([CH2:20][CH3:21])[C:13]3[CH:18]=[CH:17][C:16]([F:19])=[CH:15][CH:14]=3)[N:10]=[C:5]2[S:4][C:3]=1[CH3:23].C([Li])CCC.[Cl:29]N1C(=O)CCC1=O, predict the reaction product. (3) Given the reactants [C:1](Cl)(=[O:5])[C:2](Cl)=O.CS(C)=O.[CH2:11]([O:18][C:19](=[O:31])[NH:20][CH:21]([C:25]1[CH:30]=[CH:29][CH:28]=[CH:27][CH:26]=1)[CH2:22]CO)[C:12]1[CH:17]=[CH:16][CH:15]=[CH:14][CH:13]=1, predict the reaction product. The product is: [CH2:11]([O:18][C:19](=[O:31])[NH:20][CH:21]([C:25]1[CH:30]=[CH:29][CH:28]=[CH:27][CH:26]=1)[CH2:22][CH2:2][CH:1]=[O:5])[C:12]1[CH:13]=[CH:14][CH:15]=[CH:16][CH:17]=1. (4) Given the reactants I[C:2]1[CH:7]=[CH:6][N:5]=[C:4]2[N:8]([C:11]3[C:16]([C:17]([F:20])([F:19])[F:18])=[CH:15][CH:14]=[CH:13][N:12]=3)[N:9]=[CH:10][C:3]=12.CC1(C)C(C)(C)[O:25][B:24](B2OC(C)(C)C(C)(C)O2)[O:23]1.C([O-])(=O)C.[K+].C(Cl)Cl, predict the reaction product. The product is: [F:18][C:17]([F:20])([F:19])[C:16]1[C:11]([N:8]2[C:4]3=[N:5][CH:6]=[CH:7][C:2]([B:24]([OH:25])[OH:23])=[C:3]3[CH:10]=[N:9]2)=[N:12][CH:13]=[CH:14][CH:15]=1.